Dataset: Cav3 T-type calcium channel HTS with 100,875 compounds. Task: Binary Classification. Given a drug SMILES string, predict its activity (active/inactive) in a high-throughput screening assay against a specified biological target. (1) The drug is O=C1N(C(\C(C1=O)=C(/O)c1ccc(cc1)C)c1ncccc1)CCCN(CC)CC. The result is 0 (inactive). (2) The drug is O(CCNC(=O)C)c1cc(OCCNC(=O)C)ccc1. The result is 0 (inactive). (3) The drug is Brc1cc(S(=O)(=O)NCCC(=O)N2CCN(CC2)c2ncccn2)c(nc1)N. The result is 0 (inactive). (4) The compound is O=C1C2(CN3CC1(CN(C2)C3c1ncccc1)CCC)CCC. The result is 0 (inactive). (5) The drug is S(CC(=O)Nc1c(cc2OCOc2c1)C(=O)C)CC(OC)=O. The result is 0 (inactive). (6) The molecule is s1c(C2C(=C(OC(N)=C2C#N)CC)C(OCC)=O)ccc1. The result is 0 (inactive).